This data is from Forward reaction prediction with 1.9M reactions from USPTO patents (1976-2016). The task is: Predict the product of the given reaction. (1) Given the reactants [CH3:1][O:2][C:3]([C:5]1[CH:6]=[C:7]([C:12]2[CH:17]=[CH:16][C:15]([CH3:18])=[CH:14][CH:13]=2)[CH:8]=[C:9]([NH2:11])[CH:10]=1)=[O:4].[N-:19]=[N+:20]=[N-:21].[Na+].[CH:23](OCC)(OCC)OCC, predict the reaction product. The product is: [CH3:1][O:2][C:3]([C:5]1[CH:6]=[C:7]([C:12]2[CH:17]=[CH:16][C:15]([CH3:18])=[CH:14][CH:13]=2)[CH:8]=[C:9]([N:11]2[CH:23]=[N:21][N:20]=[N:19]2)[CH:10]=1)=[O:4]. (2) Given the reactants [F:1][C:2]1[CH:7]=[C:6]([C:8]2[C:9]3[C:10]4[CH:24]=[CH:23][S:22][C:11]=4[C:12](=[O:21])[NH:13][C:14]=3[C:15]([CH3:20])=[CH:16][C:17]=2[O:18][CH3:19])[CH:5]=[CH:4][C:3]=1[CH:25]([CH3:35])[CH2:26][NH:27]C(=O)OC(C)(C)C.[ClH:36], predict the reaction product. The product is: [ClH:36].[NH2:27][CH2:26][CH:25]([C:3]1[CH:4]=[CH:5][C:6]([C:8]2[C:9]3[C:10]4[CH:24]=[CH:23][S:22][C:11]=4[C:12](=[O:21])[NH:13][C:14]=3[C:15]([CH3:20])=[CH:16][C:17]=2[O:18][CH3:19])=[CH:7][C:2]=1[F:1])[CH3:35]. (3) Given the reactants [C:1]1([C:7]([C:13]2[CH:18]=[CH:17][CH:16]=[CH:15][CH:14]=2)([CH2:11][CH3:12])[C:8](O)=[O:9])[CH:6]=[CH:5][CH:4]=[CH:3][CH:2]=1.[NH2:19][CH2:20][CH2:21][CH2:22][N:23]1[CH2:28][CH2:27][CH:26]([C:29]2[CH:30]=[C:31]([NH:35][C:36](=[O:40])[CH:37]([CH3:39])[CH3:38])[CH:32]=[CH:33][CH:34]=2)[CH2:25][CH2:24]1, predict the reaction product. The product is: [C:36]([NH:35][C:31]1[CH:30]=[C:29]([CH:26]2[CH2:27][CH2:28][N:23]([CH2:22][CH2:21][CH2:20][NH:19][C:8](=[O:9])[C:7]([C:1]3[CH:6]=[CH:5][CH:4]=[CH:3][CH:2]=3)([C:13]3[CH:18]=[CH:17][CH:16]=[CH:15][CH:14]=3)[CH2:11][CH3:12])[CH2:24][CH2:25]2)[CH:34]=[CH:33][CH:32]=1)(=[O:40])[CH:37]([CH3:38])[CH3:39]. (4) Given the reactants C([O:3][C:4](=[O:35])[C:5]1[CH:10]=[CH:9][C:8]([N:11]2[CH:16]=[C:15]([CH:17]([CH3:19])[CH3:18])[C@@:14]([C:21]3[CH:26]=[CH:25][C:24]([CH2:27][CH2:28][C:29]([CH3:32])([CH3:31])[CH3:30])=[C:23]([Cl:33])[CH:22]=3)([CH3:20])[NH:13][C:12]2=[O:34])=[CH:7][CH:6]=1)C.[OH-].[Na+], predict the reaction product. The product is: [Cl:33][C:23]1[CH:22]=[C:21]([C@@:14]2([CH3:20])[C:15]([CH:17]([CH3:19])[CH3:18])=[CH:16][N:11]([C:8]3[CH:7]=[CH:6][C:5]([C:4]([OH:35])=[O:3])=[CH:10][CH:9]=3)[C:12](=[O:34])[NH:13]2)[CH:26]=[CH:25][C:24]=1[CH2:27][CH2:28][C:29]([CH3:30])([CH3:32])[CH3:31]. (5) Given the reactants N1C=CC=CC=1.S(=O)(=O)=O.[CH:11]([N:24]1[CH2:27][CH:26]([OH:28])[CH2:25]1)([C:18]1[CH:23]=[CH:22][CH:21]=[CH:20][CH:19]=1)[C:12]1[CH:17]=[CH:16][CH:15]=[CH:14][CH:13]=1.C(N(CC)CC)C.O, predict the reaction product. The product is: [CH:11]([N:24]1[CH2:27][C:26](=[O:28])[CH2:25]1)([C:18]1[CH:23]=[CH:22][CH:21]=[CH:20][CH:19]=1)[C:12]1[CH:13]=[CH:14][CH:15]=[CH:16][CH:17]=1. (6) Given the reactants C([CH:3](C([O-])=O)[C:4]([O-:6])=[O:5])C.[K+].[K+].C(N([CH2:17][CH3:18])CC)C.[Cl-].[Mg+2].[Cl-].[F:22][C:23]1[CH:31]=[CH:30][CH:29]=[C:28]([O:32][CH3:33])[C:24]=1[C:25](Cl)=[O:26], predict the reaction product. The product is: [F:22][C:23]1[CH:31]=[CH:30][CH:29]=[C:28]([O:32][CH3:33])[C:24]=1[C:25](=[O:26])[CH2:3][C:4]([O:6][CH2:17][CH3:18])=[O:5]. (7) Given the reactants Br[CH2:2]C1C=CC(F)=CC=1.Br[CH2:11][C:12]1[CH:17]=[CH:16][C:15]([F:18])=[CH:14][C:13]=1[F:19].[O:20]=[C:21]1[NH:25][CH2:24][CH2:23][N:22]1[C:26]1[CH:27]=[C:28]([CH:32]=[CH:33][N:34]=1)[C:29]([O-:31])=[O:30], predict the reaction product. The product is: [F:19][C:13]1[CH:14]=[C:15]([F:18])[CH:16]=[CH:17][C:12]=1[CH2:11][N:25]1[CH2:24][CH2:23][N:22]([C:26]2[CH:27]=[C:28]([CH:32]=[CH:33][N:34]=2)[C:29]([O:31][CH3:2])=[O:30])[C:21]1=[O:20]. (8) Given the reactants [NH2:1][C:2]1[CH:3]=[C:4]([NH:16][C:17]2[CH:22]=[C:21]([Cl:23])[N:20]=[CH:19][N:18]=2)[CH:5]=[CH:6][C:7]=1[O:8][CH2:9][C:10]1[CH:15]=[CH:14][CH:13]=[CH:12][CH:11]=1.N1C=CC=CC=1.[CH3:30][S:31](Cl)(=[O:33])=[O:32], predict the reaction product. The product is: [Cl:23][C:21]1[N:20]=[CH:19][N:18]=[C:17]([NH:16][C:4]2[CH:5]=[CH:6][C:7]([O:8][CH2:9][C:10]3[CH:11]=[CH:12][CH:13]=[CH:14][CH:15]=3)=[C:2]([NH:1][S:31]([CH3:30])(=[O:33])=[O:32])[CH:3]=2)[CH:22]=1. (9) Given the reactants [NH2:1][C:2]1[CH:11]=[CH:10][C:5]2[NH:6][C:7](=[O:9])[O:8][C:4]=2[CH:3]=1.Cl[CH2:13][C:14]([N:16]1[CH2:21][CH2:20][CH:19]([O:22][C:23]2[CH:28]=[CH:27][C:26]([Cl:29])=[CH:25][CH:24]=2)[CH2:18][CH2:17]1)=[O:15], predict the reaction product. The product is: [Cl:29][C:26]1[CH:25]=[CH:24][C:23]([O:22][CH:19]2[CH2:18][CH2:17][N:16]([C:14](=[O:15])[CH2:13][NH:1][C:2]3[CH:11]=[CH:10][C:5]4[NH:6][C:7](=[O:9])[O:8][C:4]=4[CH:3]=3)[CH2:21][CH2:20]2)=[CH:28][CH:27]=1.